From a dataset of Experimentally validated miRNA-target interactions with 360,000+ pairs, plus equal number of negative samples. Binary Classification. Given a miRNA mature sequence and a target amino acid sequence, predict their likelihood of interaction. (1) The miRNA is hsa-miR-485-3p with sequence GUCAUACACGGCUCUCCUCUCU. The protein sequence of the target gene is MDLCHPEPAELSSGETEELQRIKWHRKQLLEDIQKLKDEIADVFAQIDCFESAEESRMAQKEKELCIGRKKFNMDPAKGIQYFIEHKLLTPDVQDIARFLYKGEGLNKTAIGTYLGERDPINLQVLQAFVDCHEFANLNLVQALRQFLWSFRLPGEAQKIDRMMEAFATRYCLCNPGVFQSTDTCYVLSFSIIMLNTSLHNPNVRDRPPFERFVSMNRGINNGSDLPEDQLRNLFDSIKSEPFSIPEDDGNDLTHTFFNPDREGWLLKLGGRVKTWKRRWFILTDNCLYYFEFTTDKEPR.... Result: 0 (no interaction). (2) The miRNA is cel-miR-58a-3p with sequence UGAGAUCGUUCAGUACGGCAAU. The protein sequence of the target gene is MEVAANCSLRVKRPLLDPRFEGYKLSLEPLPCYQLELDAAVAEVKLRDDQYTLEHMHAFGMYNYLHCDSWYQDSVYYIDTLGRIMNLTVMLDTALGKPREVFRLPTDLTACDNRLCASIHFSSSTWVTLSDGTGRLYVIGTGERGNSASEKWEIMFNEELGDPFIIIHSISLLNAEEHSIATLLLRIEKEELDMKGSGFYVSLEWVTISKKNQDNKKYEIIKRDILRGKSVPHYAAIEPDGNGLMIVSYKSLTFVQAGQDLEENMDEDISEKIKEPLYYWQQTEDDLTVTIRLPEDSTKE.... Result: 0 (no interaction).